This data is from NCI-60 drug combinations with 297,098 pairs across 59 cell lines. The task is: Regression. Given two drug SMILES strings and cell line genomic features, predict the synergy score measuring deviation from expected non-interaction effect. Drug 1: CC(C1=C(C=CC(=C1Cl)F)Cl)OC2=C(N=CC(=C2)C3=CN(N=C3)C4CCNCC4)N. Drug 2: CC1C(C(CC(O1)OC2CC(OC(C2O)C)OC3=CC4=CC5=C(C(=O)C(C(C5)C(C(=O)C(C(C)O)O)OC)OC6CC(C(C(O6)C)O)OC7CC(C(C(O7)C)O)OC8CC(C(C(O8)C)O)(C)O)C(=C4C(=C3C)O)O)O)O. Cell line: NCIH23. Synergy scores: CSS=18.4, Synergy_ZIP=-3.01, Synergy_Bliss=3.43, Synergy_Loewe=4.41, Synergy_HSA=3.81.